From a dataset of Forward reaction prediction with 1.9M reactions from USPTO patents (1976-2016). Predict the product of the given reaction. (1) Given the reactants C([O:4][CH2:5][C:6]([C:8]1[CH:13]=[CH:12][C:11]([Cl:14])=[CH:10][CH:9]=1)=[O:7])(=O)C.[OH-:15].[Na+].Cl, predict the reaction product. The product is: [Cl:14][C:11]1[CH:12]=[CH:13][C:8]([C:6](=[O:7])[C:5]([OH:4])=[O:15])=[CH:9][CH:10]=1. (2) Given the reactants [C:1]([OH:14])(=[O:13])/[CH:2]=[CH:3]/[C:4]1[CH:12]=[CH:11][C:9]([OH:10])=[C:6]([O:7][CH3:8])[CH:5]=1.[CH:15]1[C:20](/[CH:21]=[CH:22]/[C:23]([OH:25])=[O:24])=[CH:19][CH:18]=[C:17]([OH:26])[CH:16]=1.C(OC(=O)C)(=O)C, predict the reaction product. The product is: [C:1]([OH:14])(=[O:13])/[CH:2]=[CH:3]/[C:4]1[CH:12]=[CH:11][C:9]([OH:10])=[C:6]([O:7][CH3:8])[CH:5]=1.[CH:15]1[C:20](/[CH:21]=[CH:22]/[C:23]([OH:25])=[O:24])=[CH:19][CH:18]=[C:17]([OH:26])[CH:16]=1. (3) Given the reactants C([O:3][C:4](=[O:31])[C:5]([O:8][C:9]1[CH:14]=[CH:13][C:12]([CH2:15][CH2:16][CH2:17][C:18]2[NH:22][C:21](=[O:23])[N:20]([CH2:24][C:25]3[CH:30]=[CH:29][CH:28]=[CH:27][CH:26]=3)[N:19]=2)=[CH:11][CH:10]=1)([CH3:7])[CH3:6])C.[OH-].[Na+], predict the reaction product. The product is: [C:25]1([CH2:24][N:20]2[C:21](=[O:23])[NH:22][C:18]([CH2:17][CH2:16][CH2:15][C:12]3[CH:11]=[CH:10][C:9]([O:8][C:5]([CH3:7])([CH3:6])[C:4]([OH:31])=[O:3])=[CH:14][CH:13]=3)=[N:19]2)[CH:26]=[CH:27][CH:28]=[CH:29][CH:30]=1. (4) The product is: [Cl:25][C:8]1[N:6]2[CH:7]=[C:2]([C:30]([O:32][CH2:33][CH3:34])=[CH2:31])[CH:3]=[C:4]([C:26]([F:29])([F:28])[F:27])[C:5]2=[N:10][C:9]=1[C:11]([N:13]1[CH2:17][CH2:16][CH:15]([C:18]2[CH:23]=[CH:22][CH:21]=[C:20]([F:24])[CH:19]=2)[CH2:14]1)=[O:12]. Given the reactants Br[C:2]1[CH:3]=[C:4]([C:26]([F:29])([F:28])[F:27])[C:5]2[N:6]([C:8]([Cl:25])=[C:9]([C:11]([N:13]3[CH2:17][CH2:16][CH:15]([C:18]4[CH:23]=[CH:22][CH:21]=[C:20]([F:24])[CH:19]=4)[CH2:14]3)=[O:12])[N:10]=2)[CH:7]=1.[CH2:30]([O:32][C:33]([Sn](C)(C)C)=[CH2:34])[CH3:31].CCN(CC)CC, predict the reaction product. (5) Given the reactants [Cl:1][C:2]1[CH:3]=[C:4]([CH:6]=[CH:7][C:8]=1[F:9])[NH2:5].[CH3:10][O:11][C:12]1[CH:13]=[C:14]([CH:17]=[CH:18][C:19]=1[O:20][CH3:21])[CH:15]=O.C(O[BH-](OC(=O)C)OC(=O)C)(=O)C.[Na+], predict the reaction product. The product is: [Cl:1][C:2]1[CH:3]=[C:4]([NH:5][CH2:15][C:14]2[CH:17]=[CH:18][C:19]([O:20][CH3:21])=[C:12]([O:11][CH3:10])[CH:13]=2)[CH:6]=[CH:7][C:8]=1[F:9]. (6) Given the reactants [CH:1]1[C:6]2[S:7][C:8]3[C:9]4[C:14]([N:15]=[C:16]5[C:21]=3[CH:20]=[CH:19][CH:18]=[CH:17]5)=[CH:13][CH:12]=[CH:11][C:10]=4[C:5]=2[CH:4]=[C:3]([C:22]([O:24][CH3:25])=[O:23])[CH:2]=1.[CH3:26][I:27], predict the reaction product. The product is: [I-:27].[CH3:25][O:24][C:22]([C:3]1[CH:2]=[CH:1][C:6]2[S:7][C:8]3[C:9]4[C:14]([N+:15]([CH3:26])=[C:16]5[C:21]=3[CH:20]=[CH:19][CH:18]=[CH:17]5)=[CH:13][CH:12]=[CH:11][C:10]=4[C:5]=2[CH:4]=1)=[O:23]. (7) Given the reactants [CH2:1]([O:3][C:4](=[O:17])[CH:5]([NH2:16])[CH2:6][C:7]1[CH:12]=[CH:11][C:10]([C:13]#[N:14])=[C:9]([F:15])[CH:8]=1)[CH3:2].[C:18]1([C:24](=NCC(OCC)=O)[C:25]2[CH:30]=[CH:29][CH:28]=[CH:27][CH:26]=2)[CH:23]=[CH:22][CH:21]=[CH:20][CH:19]=1.BrCC1C=CC(C#N)=C(F)C=1.C([O-])([O-])=O.[K+].[K+], predict the reaction product. The product is: [C:13]([C:10]1[CH:11]=[CH:12][C:7]([CH2:6][CH:5]([N:16]=[C:24]([C:18]2[CH:23]=[CH:22][CH:21]=[CH:20][CH:19]=2)[C:25]2[CH:30]=[CH:29][CH:28]=[CH:27][CH:26]=2)[C:4]([O:3][CH2:1][CH3:2])=[O:17])=[CH:8][C:9]=1[F:15])#[N:14]. (8) Given the reactants [C:1](O)(=O)[CH2:2][C:3]([OH:5])=[O:4].[CH2:8]([C:10]1[S:14][C:13](C=O)=[CH:12][CH:11]=1)[CH3:9].N1CCCCC1.Cl, predict the reaction product. The product is: [CH2:8]([C:10]1[S:14][C:13](/[CH:1]=[CH:2]/[C:3]([OH:5])=[O:4])=[CH:12][CH:11]=1)[CH3:9].